Dataset: Peptide-MHC class II binding affinity with 134,281 pairs from IEDB. Task: Regression. Given a peptide amino acid sequence and an MHC pseudo amino acid sequence, predict their binding affinity value. This is MHC class II binding data. (1) The peptide sequence is LKCRLKMDKLELKGM. The MHC is DRB1_0401 with pseudo-sequence DRB1_0401. The binding affinity (normalized) is 0.263. (2) The peptide sequence is FVVTGRVYCDPCRAG. The MHC is HLA-DPA10103-DPB10201 with pseudo-sequence HLA-DPA10103-DPB10201. The binding affinity (normalized) is 0.123. (3) The peptide sequence is YEAFVLHFSEALHII. The MHC is HLA-DPA10201-DPB10501 with pseudo-sequence HLA-DPA10201-DPB10501. The binding affinity (normalized) is 0.576. (4) The peptide sequence is QFKPEEITGIMKDFD. The MHC is HLA-DQA10201-DQB10202 with pseudo-sequence HLA-DQA10201-DQB10202. The binding affinity (normalized) is 0.119. (5) The peptide sequence is AFILDGDNLMPKV. The MHC is DRB3_0101 with pseudo-sequence DRB3_0101. The binding affinity (normalized) is 0.900. (6) The peptide sequence is CVYNMMGKREKKLSE. The MHC is DRB1_0301 with pseudo-sequence DRB1_0301. The binding affinity (normalized) is 0.465. (7) The peptide sequence is NKALGLPKYTKLITFNVHNR. The MHC is DRB1_0301 with pseudo-sequence DRB1_0301. The binding affinity (normalized) is 0.490.